Dataset: TCR-epitope binding with 47,182 pairs between 192 epitopes and 23,139 TCRs. Task: Binary Classification. Given a T-cell receptor sequence (or CDR3 region) and an epitope sequence, predict whether binding occurs between them. (1) The epitope is YFPLQSYGF. The TCR CDR3 sequence is CASSQDLPTNEQFF. Result: 1 (the TCR binds to the epitope). (2) The epitope is AIMTRCLAV. The TCR CDR3 sequence is CASRSPDNYEQYF. Result: 1 (the TCR binds to the epitope). (3) The TCR CDR3 sequence is CAPGDLNTGELFF. Result: 0 (the TCR does not bind to the epitope). The epitope is SGPLKAEIAQRLED. (4) The TCR CDR3 sequence is CASSQDRTSGNTIYF. The epitope is YLQPRTFLL. Result: 0 (the TCR does not bind to the epitope). (5) The epitope is DPFRLLQNSQVFS. The TCR CDR3 sequence is CASGLDRGNEQFF. Result: 0 (the TCR does not bind to the epitope). (6) Result: 0 (the TCR does not bind to the epitope). The TCR CDR3 sequence is CASSIVGGIAYNEQFF. The epitope is YVLDHLIVV. (7) The epitope is LLFNKVTLA. The TCR CDR3 sequence is CASSPGLASYNEQFF. Result: 0 (the TCR does not bind to the epitope). (8) The epitope is MLNIPSINV. The TCR CDR3 sequence is CASSLAGGGETQYF. Result: 0 (the TCR does not bind to the epitope). (9) The epitope is FLRGRAYGL. The TCR CDR3 sequence is CASSQEGTYNEQFF. Result: 0 (the TCR does not bind to the epitope). (10) The epitope is NQKLIANQF. The TCR CDR3 sequence is CASSFGTSNQPQHF. Result: 0 (the TCR does not bind to the epitope).